This data is from Reaction yield outcomes from USPTO patents with 853,638 reactions. The task is: Predict the reaction yield, written as a fraction of the theoretical maximum amount of product (1.0 means a 100% yield; for example, 0.34 means a 34% yield). (1) The reactants are [H-].[Al+3].[Li+].[H-].[H-].[H-].[C:7]([CH:9]1[S:13][C:12]([C:14]2[NH:15][C:16]3[C:21]([CH:22]=2)=[CH:20][CH:19]=[CH:18][C:17]=3[N:23]([CH3:32])[S:24]([C:27]2[S:28][CH:29]=[CH:30][CH:31]=2)(=[O:26])=[O:25])=[N:11][CH2:10]1)#[N:8].[OH-].[Na+]. The yield is 0.360. The product is [NH2:8][CH2:7][CH:9]1[S:13][C:12]([C:14]2[NH:15][C:16]3[C:21]([CH:22]=2)=[CH:20][CH:19]=[CH:18][C:17]=3[N:23]([CH3:32])[S:24]([C:27]2[S:28][CH:29]=[CH:30][CH:31]=2)(=[O:26])=[O:25])=[N:11][CH2:10]1. The catalyst is O1CCCC1. (2) The reactants are [C:1]([O:4][C:5]([CH3:8])([CH3:7])[CH3:6])(=[O:3])[CH3:2].[CH:9]12[CH:18]3[CH2:19][CH:15]([CH:16]=[CH:17]3)[CH:14]1[CH:13]1[CH2:20][CH:10]2[CH:11]([CH:21]=[O:22])[CH2:12]1. No catalyst specified. The product is [OH:22][CH:21]([CH:11]1[CH2:12][CH:13]2[CH2:20][CH:10]1[CH:9]1[CH:14]2[CH:15]2[CH2:19][CH:18]1[CH:17]=[CH:16]2)[CH2:2][C:1]([O:4][C:5]([CH3:8])([CH3:7])[CH3:6])=[O:3]. The yield is 0.930.